Dataset: Forward reaction prediction with 1.9M reactions from USPTO patents (1976-2016). Task: Predict the product of the given reaction. (1) The product is: [O:25]1[CH2:26][CH2:27][CH:22]([C:14]2[N:13]3[C:17]([C:18](=[O:19])[NH:9][C:10](=[O:11])[NH:12]3)=[CH:16][N:15]=2)[CH2:23][CH2:24]1. Given the reactants C([NH:9][C:10]([NH:12][N:13]1[C:17]([C:18](OC)=[O:19])=[CH:16][N:15]=[C:14]1[CH:22]1[CH2:27][CH2:26][O:25][CH2:24][CH2:23]1)=[O:11])(=O)C1C=CC=CC=1.C(=O)([O-])[O-].[K+].[K+], predict the reaction product. (2) Given the reactants Cl[C:2]1[C:3](=[O:15])[N:4](C2CCCCO2)[N:5]=[CH:6][C:7]=1Cl.[CH3:16][O:17][C:18]1[CH:19]=[C:20]([OH:24])[CH:21]=[CH:22][CH:23]=1.C[O:26][C:27](=[O:36])[CH:28](Br)[CH2:29][CH:30]1[CH2:34][CH2:33][CH2:32][CH2:31]1, predict the reaction product. The product is: [CH:30]1([CH2:29][CH:28]([N:4]2[C:3](=[O:15])[CH:2]=[C:7]([O:24][C:20]3[CH:21]=[CH:22][CH:23]=[C:18]([O:17][CH3:16])[CH:19]=3)[CH:6]=[N:5]2)[C:27]([OH:26])=[O:36])[CH2:34][CH2:33][CH2:32][CH2:31]1. (3) The product is: [NH2:8][C:9]1[N:14]=[C:13]([CH3:15])[N:12]=[C:11]([C:16]2[CH:17]=[CH:18][C:19]([C:32]3[CH:33]=[CH:34][N:35]=[CH:36][CH:37]=3)=[N:20][C:21]=2[NH:22][C:23]2[CH:24]=[N:25][C:26]([O:30][CH3:31])=[C:27]([F:29])[CH:28]=2)[N:10]=1. Given the reactants COC1C=CC(C[N:8](CC2C=CC(OC)=CC=2)[C:9]2[N:14]=[C:13]([CH3:15])[N:12]=[C:11]([C:16]3[CH:17]=[CH:18][C:19]([C:32]4[CH:37]=[CH:36][N:35]=[CH:34][CH:33]=4)=[N:20][C:21]=3[NH:22][C:23]3[CH:24]=[N:25][C:26]([O:30][CH3:31])=[C:27]([F:29])[CH:28]=3)[N:10]=2)=CC=1, predict the reaction product. (4) Given the reactants [CH3:1][C:2]1[CH:7]=[CH:6][C:5]([C:8]2[CH:9]=[CH:10][CH:11]=[C:12]3[C:16]=2[C:15](=O)[CH:14]([CH2:18][CH:19]2[CH2:24][CH2:23][CH2:22][CH2:21][CH2:20]2)[CH2:13]3)=[CH:4][CH:3]=1.[BH4-].[Na+].CO.S(=O)(=O)(O)O, predict the reaction product. The product is: [CH3:1][C:2]1[CH:3]=[CH:4][C:5]([C:8]2[CH:9]=[CH:10][CH:11]=[C:12]3[C:16]=2[CH2:15][C:14]([CH2:18][CH:19]2[CH2:24][CH2:23][CH2:22][CH2:21][CH2:20]2)=[CH:13]3)=[CH:6][CH:7]=1. (5) Given the reactants Cl[C:2]1[CH:7]=[C:6]([NH2:8])[CH:5]=[CH:4][N:3]=1.[Cl:9][C:10]1[CH:11]=[C:12](B(O)O)[CH:13]=[CH:14][CH:15]=1.C([O-])([O-])=O.[K+].[K+], predict the reaction product. The product is: [Cl:9][C:10]1[CH:15]=[C:14]([C:2]2[CH:7]=[C:6]([NH2:8])[CH:5]=[CH:4][N:3]=2)[CH:13]=[CH:12][CH:11]=1.